This data is from NCI-60 drug combinations with 297,098 pairs across 59 cell lines. The task is: Regression. Given two drug SMILES strings and cell line genomic features, predict the synergy score measuring deviation from expected non-interaction effect. Drug 1: C1CN1P(=S)(N2CC2)N3CC3. Drug 2: C1=CN(C(=O)N=C1N)C2C(C(C(O2)CO)O)O.Cl. Cell line: OVCAR3. Synergy scores: CSS=18.2, Synergy_ZIP=3.52, Synergy_Bliss=1.94, Synergy_Loewe=5.14, Synergy_HSA=6.79.